Dataset: NCI-60 drug combinations with 297,098 pairs across 59 cell lines. Task: Regression. Given two drug SMILES strings and cell line genomic features, predict the synergy score measuring deviation from expected non-interaction effect. (1) Drug 1: CC1=CC=C(C=C1)C2=CC(=NN2C3=CC=C(C=C3)S(=O)(=O)N)C(F)(F)F. Drug 2: CC1=C2C(C(=O)C3(C(CC4C(C3C(C(C2(C)C)(CC1OC(=O)C(C(C5=CC=CC=C5)NC(=O)C6=CC=CC=C6)O)O)OC(=O)C7=CC=CC=C7)(CO4)OC(=O)C)O)C)OC(=O)C. Cell line: T-47D. Synergy scores: CSS=14.2, Synergy_ZIP=4.43, Synergy_Bliss=3.53, Synergy_Loewe=-2.54, Synergy_HSA=2.84. (2) Drug 1: CNC(=O)C1=CC=CC=C1SC2=CC3=C(C=C2)C(=NN3)C=CC4=CC=CC=N4. Drug 2: CS(=O)(=O)CCNCC1=CC=C(O1)C2=CC3=C(C=C2)N=CN=C3NC4=CC(=C(C=C4)OCC5=CC(=CC=C5)F)Cl. Cell line: NCI/ADR-RES. Synergy scores: CSS=-0.827, Synergy_ZIP=-2.21, Synergy_Bliss=-4.53, Synergy_Loewe=-9.29, Synergy_HSA=-5.80. (3) Drug 1: C1=CC(=C2C(=C1NCCNCCO)C(=O)C3=C(C=CC(=C3C2=O)O)O)NCCNCCO. Drug 2: CCC1(C2=C(COC1=O)C(=O)N3CC4=CC5=C(C=CC(=C5CN(C)C)O)N=C4C3=C2)O.Cl. Cell line: SF-268. Synergy scores: CSS=36.9, Synergy_ZIP=-5.95, Synergy_Bliss=-5.90, Synergy_Loewe=-5.20, Synergy_HSA=-2.21. (4) Drug 1: C1CC(=O)NC(=O)C1N2CC3=C(C2=O)C=CC=C3N. Drug 2: CC(C1=C(C=CC(=C1Cl)F)Cl)OC2=C(N=CC(=C2)C3=CN(N=C3)C4CCNCC4)N. Cell line: NCI-H522. Synergy scores: CSS=-0.126, Synergy_ZIP=-1.81, Synergy_Bliss=-4.20, Synergy_Loewe=-4.66, Synergy_HSA=-4.67. (5) Drug 1: CC1=C(C=C(C=C1)NC(=O)C2=CC=C(C=C2)CN3CCN(CC3)C)NC4=NC=CC(=N4)C5=CN=CC=C5. Drug 2: C1=NC(=NC(=O)N1C2C(C(C(O2)CO)O)O)N. Cell line: IGROV1. Synergy scores: CSS=8.02, Synergy_ZIP=-2.31, Synergy_Bliss=0.447, Synergy_Loewe=-7.98, Synergy_HSA=-1.12. (6) Drug 1: CC(C1=C(C=CC(=C1Cl)F)Cl)OC2=C(N=CC(=C2)C3=CN(N=C3)C4CCNCC4)N. Drug 2: C1=CC=C(C(=C1)C(C2=CC=C(C=C2)Cl)C(Cl)Cl)Cl. Cell line: UACC62. Synergy scores: CSS=18.2, Synergy_ZIP=-1.48, Synergy_Bliss=6.54, Synergy_Loewe=-21.0, Synergy_HSA=5.78.